Predict the reactants needed to synthesize the given product. From a dataset of Full USPTO retrosynthesis dataset with 1.9M reactions from patents (1976-2016). (1) Given the product [Cl:8][C:9]1[C:10]([CH3:19])=[C:11]([S:15]([NH:1][C:2]2[S:3][CH:4]=[C:5]([CH3:7])[N:6]=2)(=[O:17])=[O:16])[CH:12]=[CH:13][CH:14]=1, predict the reactants needed to synthesize it. The reactants are: [NH2:1][C:2]1[S:3][CH:4]=[C:5]([CH3:7])[N:6]=1.[Cl:8][C:9]1[C:10]([CH3:19])=[C:11]([S:15](Cl)(=[O:17])=[O:16])[CH:12]=[CH:13][CH:14]=1. (2) Given the product [CH:27]1([NH:33][C:2]2[CH:7]=[C:6]([NH:14][C:13]3[CH:15]=[CH:16][CH:17]=[C:11]([O:10][CH3:9])[CH:12]=3)[N:5]=[CH:4][N:3]=2)[CH2:32][CH2:31][CH2:30][CH2:29][CH2:28]1, predict the reactants needed to synthesize it. The reactants are: Cl[C:2]1[CH:7]=[C:6](Cl)[N:5]=[CH:4][N:3]=1.[CH3:9][O:10][C:11]1[CH:12]=[C:13]([CH:15]=[CH:16][CH:17]=1)[NH2:14].CCN(C(C)C)C(C)C.[CH:27]1([NH2:33])[CH2:32][CH2:31][CH2:30][CH2:29][CH2:28]1. (3) Given the product [CH3:23][O:22][C:18]1[CH:17]=[C:16]([CH:21]=[CH:20][CH:19]=1)[CH2:15][O:1][C:2]1[CH:3]=[CH:4][C:5]([CH:8]=[CH:9][C:10]([NH:12][CH3:13])=[O:11])=[CH:6][CH:7]=1, predict the reactants needed to synthesize it. The reactants are: [OH:1][C:2]1[CH:7]=[CH:6][C:5]([CH:8]=[CH:9][C:10]([NH:12][CH3:13])=[O:11])=[CH:4][CH:3]=1.Br[CH2:15][C:16]1[CH:21]=[CH:20][CH:19]=[C:18]([O:22][CH3:23])[CH:17]=1. (4) The reactants are: [Cl:1][C:2]1[C:3]([N+:22]([O-])=O)=[CH:4][C:5]([O:10][CH2:11][C:12]2[C:17]([O:18][CH3:19])=[CH:16][CH:15]=[C:14]([F:20])[C:13]=2[F:21])=[C:6]([O:8][CH3:9])[CH:7]=1.O1CCCC1.[BH4-].[Na+].C(=O)([O-])O.[Na+]. Given the product [Cl:1][C:2]1[CH:7]=[C:6]([O:8][CH3:9])[C:5]([O:10][CH2:11][C:12]2[C:17]([O:18][CH3:19])=[CH:16][CH:15]=[C:14]([F:20])[C:13]=2[F:21])=[CH:4][C:3]=1[NH2:22], predict the reactants needed to synthesize it. (5) Given the product [NH2:2][CH2:1][CH2:3][N:4]1[CH2:9][CH2:8][CH:7]([CH2:10][NH:11][C:12](=[O:18])[O:13][C:14]([CH3:16])([CH3:15])[CH3:17])[CH2:6][CH2:5]1, predict the reactants needed to synthesize it. The reactants are: [C:1]([CH2:3][N:4]1[CH2:9][CH2:8][CH:7]([CH2:10][NH:11][C:12](=[O:18])[O:13][C:14]([CH3:17])([CH3:16])[CH3:15])[CH2:6][CH2:5]1)#[N:2]. (6) Given the product [CH2:24]([NH:1][CH2:2][C@H:3]1[O:11][C@H:10]2[C@H:6]([N:7]=[C:8]([CH2:12][CH2:13][NH:14][C:15](=[O:21])[O:16][C:17]([CH3:20])([CH3:18])[CH3:19])[S:9]2)[C@@H:5]([OH:22])[C@@H:4]1[OH:23])[C:25]1[CH:30]=[CH:29][CH:28]=[CH:27][CH:26]=1, predict the reactants needed to synthesize it. The reactants are: [NH2:1][CH2:2][C@H:3]1[O:11][C@H:10]2[C@H:6]([N:7]=[C:8]([CH2:12][CH2:13][NH:14][C:15](=[O:21])[O:16][C:17]([CH3:20])([CH3:19])[CH3:18])[S:9]2)[C@@H:5]([OH:22])[C@@H:4]1[OH:23].[CH:24](=O)[C:25]1[CH:30]=[CH:29][CH:28]=[CH:27][CH:26]=1.C([BH3-])#N.[Na+]. (7) Given the product [NH2:12][C:13]1[CH:14]=[C:15]([CH:19]=[CH:20][C:21]=1[Br:22])[C:16]([NH:37][CH2:36][C:31]1[CH:32]=[CH:33][CH:34]=[CH:35][C:30]=1[N:27]1[CH2:26][CH2:25][N:24]([CH3:23])[CH2:29][CH2:28]1)=[O:18], predict the reactants needed to synthesize it. The reactants are: CN(C)CCN=C=NCCC.[NH2:12][C:13]1[CH:14]=[C:15]([CH:19]=[CH:20][C:21]=1[Br:22])[C:16]([OH:18])=O.[CH3:23][N:24]1[CH2:29][CH2:28][N:27]([C:30]2[CH:35]=[CH:34][CH:33]=[CH:32][C:31]=2[CH2:36][NH2:37])[CH2:26][CH2:25]1.C1C=CC2N(O)N=NC=2C=1.